From a dataset of Forward reaction prediction with 1.9M reactions from USPTO patents (1976-2016). Predict the product of the given reaction. (1) Given the reactants [CH3:1][O:2][C:3]([C:5]1[C:9]2[N:10]=[CH:11][N:12](COCC[Si](C)(C)C)[C:13](=[O:14])[C:8]=2[N:7](COCC[Si](C)(C)C)[C:6]=1[N:31]1[CH2:36][CH2:35][N:34](C(OC(C)(C)C)=O)[CH2:33][CH2:32]1)=[O:4].C(O)(C(F)(F)F)=O, predict the reaction product. The product is: [CH3:1][O:2][C:3]([C:5]1[C:9]2[N:10]=[CH:11][NH:12][C:13](=[O:14])[C:8]=2[NH:7][C:6]=1[N:31]1[CH2:36][CH2:35][NH:34][CH2:33][CH2:32]1)=[O:4]. (2) Given the reactants Cl[C:2]1[N:7]=[C:6](Cl)N=CN=1.C(C1C=NC([N:22]2[CH2:27][CH2:26][NH:25]CC2)=NC=1)C1C=CC=CC=1.CCN(C(C)C)[CH:31]([CH3:33])[CH3:32].[OH2:37].[O:38]1CCOC[CH2:39]1, predict the reaction product. The product is: [CH3:32][C:31]1([CH3:33])[O:37][CH:2]([N:7]2[CH:6]=[C:26]([NH2:25])[CH:27]=[N:22]2)[CH2:39][O:38]1. (3) Given the reactants [CH2:1]([N:5]([CH2:18][CH2:19][CH2:20][CH3:21])[C:6]1[CH:11]=[CH:10][C:9]([CH:12]=[CH:13][CH:14]=O)=[C:8]([O:16][CH3:17])[CH:7]=1)[CH2:2][CH2:3][CH3:4].[C:22]([C:24]1[C:25](=[C:35]([C:38]#[N:39])[C:36]#[N:37])[O:26][C:27]([CH3:34])([C:30]([F:33])([F:32])[F:31])[C:28]=1[CH3:29])#[N:23], predict the reaction product. The product is: [CH2:1]([N:5]([CH2:18][CH2:19][CH2:20][CH3:21])[C:6]1[CH:11]=[CH:10][C:9]([CH:12]=[CH:13][CH:14]=[CH:29][C:28]2[C:27]([CH3:34])([C:30]([F:33])([F:31])[F:32])[O:26][C:25](=[C:35]([C:38]#[N:39])[C:36]#[N:37])[C:24]=2[C:22]#[N:23])=[C:8]([O:16][CH3:17])[CH:7]=1)[CH2:2][CH2:3][CH3:4].